This data is from Full USPTO retrosynthesis dataset with 1.9M reactions from patents (1976-2016). The task is: Predict the reactants needed to synthesize the given product. (1) Given the product [F:19][C:16]1[CH:17]=[CH:18][C:13]([CH2:12][N:10]([CH3:11])[C:8]([C:7]2[CH2:24][N:34]([CH2:33][CH2:32][N:26]3[CH2:31][CH2:30][O:29][CH2:28][CH2:27]3)[C:4](=[O:22])[C:5]=2[OH:6])=[O:9])=[C:14]([S:20][CH3:21])[CH:15]=1, predict the reactants needed to synthesize it. The reactants are: CC1(C)[O:6][C:5](=[CH:7][C:8]([N:10]([CH2:12][C:13]2[CH:18]=[CH:17][C:16]([F:19])=[CH:15][C:14]=2[S:20][CH3:21])[CH3:11])=[O:9])[C:4](=[O:22])O1.[CH2:24]=O.[N:26]1([CH2:32][CH2:33][NH2:34])[CH2:31][CH2:30][O:29][CH2:28][CH2:27]1. (2) Given the product [CH2:1]([O:5][C:6]1[CH:7]=[C:8]2[C:13](=[CH:14][CH:15]=1)[C:12](=[O:16])[N:11]([C:17]1[CH:22]=[CH:21][C:20]([N:23]3[CH2:31][CH2:30][C:25](=[O:26])[CH2:24]3)=[CH:19][CH:18]=1)[CH2:10][CH2:9]2)[CH2:2][CH2:3][CH3:4], predict the reactants needed to synthesize it. The reactants are: [CH2:1]([O:5][C:6]1[CH:7]=[C:8]2[C:13](=[CH:14][CH:15]=1)[C:12](=[O:16])[N:11]([C:17]1[CH:22]=[CH:21][C:20]([N:23]3[CH2:31][CH2:30][C:25]4(OCC[O:26]4)[CH2:24]3)=[CH:19][CH:18]=1)[CH2:10][CH2:9]2)[CH2:2][CH2:3][CH3:4].C1(C)C=CC(S(O)(=O)=O)=CC=1. (3) Given the product [F:11][C:12]1[CH:18]=[CH:17][CH:16]=[CH:15][C:13]=1[NH:14][CH:5]=[O:7], predict the reactants needed to synthesize it. The reactants are: C(O[C:5](=[O:7])C)(=O)C.C(O)=O.[F:11][C:12]1[CH:18]=[CH:17][CH:16]=[CH:15][C:13]=1[NH2:14]. (4) Given the product [Cl:16][C:17]1[N:8]=[C:5]2[CH:4]=[CH:3][C:2]([Cl:1])=[N:7][N:6]2[CH:18]=1, predict the reactants needed to synthesize it. The reactants are: [Cl:1][C:2]1[N:7]=[N:6][C:5]([NH2:8])=[CH:4][CH:3]=1.C(N(CC)CC)C.[Cl:16][CH2:17][C:18](O)=O.P(Cl)(Cl)(Cl)=O. (5) Given the product [Cl:1][C:2]1[CH:3]=[C:4]([C:9]2[CH:30]=[CH:29][C:12]3[NH:13][C:14]([NH:16][C:17]([C:19]4[N:20]=[C:21]5[CH:26]=[CH:25][CH:24]=[C:23]([N:31]6[CH2:35][CH2:34][C@@H:33]([OH:36])[CH2:32]6)[N:22]5[CH:28]=4)=[O:18])=[N:15][C:11]=3[CH:10]=2)[CH:5]=[C:6]([F:8])[CH:7]=1, predict the reactants needed to synthesize it. The reactants are: [Cl:1][C:2]1[CH:3]=[C:4]([C:9]2[CH:30]=[CH:29][C:12]3[NH:13][C:14]([NH:16][C:17]([C:19]4[N:20]=[C:21]5[CH:26]=[CH:25][CH:24]=[C:23](Cl)[N:22]5[CH:28]=4)=[O:18])=[N:15][C:11]=3[CH:10]=2)[CH:5]=[C:6]([F:8])[CH:7]=1.[NH:31]1[CH2:35][CH2:34][C@@H:33]([OH:36])[CH2:32]1. (6) Given the product [Br:1][C:2]1[CH:3]=[C:4]([CH:7]=[C:8]([Br:10])[CH:9]=1)[CH2:5][C:11]#[N:12], predict the reactants needed to synthesize it. The reactants are: [Br:1][C:2]1[CH:3]=[C:4]([CH:7]=[C:8]([Br:10])[CH:9]=1)[CH2:5]Cl.[C-:11]#[N:12].[Na+].C1OCCOCCOCCOCCOC1. (7) Given the product [CH2:1]([O:8][C:9]([NH:11][CH2:12][CH2:13][CH2:14][CH2:15][C:16](=[CH2:22])[C:17]([O:19][CH2:20][CH3:21])=[O:18])=[O:10])[C:2]1[CH:3]=[CH:4][CH:5]=[CH:6][CH:7]=1, predict the reactants needed to synthesize it. The reactants are: [CH2:1]([O:8][C:9]([NH:11][CH2:12][CH2:13][CH2:14][CH2:15][CH:16]([C:22]([O-])=O)[C:17]([O:19][CH2:20][CH3:21])=[O:18])=[O:10])[C:2]1[CH:7]=[CH:6][CH:5]=[CH:4][CH:3]=1.C=O.C(NCC)C. (8) Given the product [ClH:35].[NH2:18][C@@H:16]([C:13]1([OH:15])[CH2:14][N:11]([C:9]([C:4]2[CH:5]=[CH:6][C:7]([F:8])=[C:2]([F:1])[C:3]=2[NH:26][C:27]2[CH:32]=[CH:31][C:30]([I:33])=[CH:29][C:28]=2[F:34])=[O:10])[CH2:12]1)[CH3:17], predict the reactants needed to synthesize it. The reactants are: [F:1][C:2]1[C:3]([NH:26][C:27]2[CH:32]=[CH:31][C:30]([I:33])=[CH:29][C:28]=2[F:34])=[C:4]([C:9]([N:11]2[CH2:14][C:13]([C@H:16]([NH:18]C(=O)OC(C)(C)C)[CH3:17])([OH:15])[CH2:12]2)=[O:10])[CH:5]=[CH:6][C:7]=1[F:8].[ClH:35]. (9) The reactants are: [O:1]1[CH:5]=[CH:4][C:3]([CH:6]=O)=[N:2]1.[CH3:8][C:9]([S:12]([NH2:14])=[O:13])([CH3:11])[CH3:10]. Given the product [O:1]1[CH:5]=[CH:4][C:3](/[CH:6]=[N:14]/[S:12]([C:9]([CH3:11])([CH3:10])[CH3:8])=[O:13])=[N:2]1, predict the reactants needed to synthesize it.